From a dataset of Forward reaction prediction with 1.9M reactions from USPTO patents (1976-2016). Predict the product of the given reaction. (1) Given the reactants [NH2:1][C:2]1[CH:29]=[CH:28][C:5]([C:6]([NH:8][C:9]2[CH:14]=[CH:13][C:12]([Cl:15])=[CH:11][C:10]=2[N:16]2[CH2:21][CH2:20][N:19]([CH2:22][CH2:23][C:24]([F:27])([F:26])[F:25])[CH2:18][CH2:17]2)=[O:7])=[C:4]([F:30])[CH:3]=1.C1C(=O)N(OC(ON2C(=O)CCC2=O)=O)[C:33](=[O:34])C1.[NH:49]1[CH2:54][CH2:53][CH:52]([CH2:55][OH:56])[CH2:51][CH2:50]1, predict the reaction product. The product is: [Cl:15][C:12]1[CH:13]=[CH:14][C:9]([NH:8][C:6]([C:5]2[CH:28]=[CH:29][C:2]([NH:1][C:33]([N:49]3[CH2:54][CH2:53][CH:52]([CH2:55][OH:56])[CH2:51][CH2:50]3)=[O:34])=[CH:3][C:4]=2[F:30])=[O:7])=[C:10]([N:16]2[CH2:17][CH2:18][N:19]([CH2:22][CH2:23][C:24]([F:26])([F:25])[F:27])[CH2:20][CH2:21]2)[CH:11]=1. (2) Given the reactants [Cl:1][C:2]1[CH:21]=[CH:20][C:5]([CH2:6][C:7]2[C:14]([C:15]#[N:16])=[C:13]([OH:17])[C:12]([O:18]C)=[CH:11][C:8]=2[C:9]#[N:10])=[CH:4][CH:3]=1.BrC1C(C#N)=C(O)C(OC)=CC=1C#N.ClC1C=CC(CB2OC(C)(C)C(C)(C)O2)=CC=1, predict the reaction product. The product is: [Cl:1][C:2]1[CH:3]=[CH:4][C:5]([CH2:6][C:7]2[C:14]([C:15]#[N:16])=[C:13]([OH:17])[C:12]([OH:18])=[CH:11][C:8]=2[C:9]#[N:10])=[CH:20][CH:21]=1.